From a dataset of Full USPTO retrosynthesis dataset with 1.9M reactions from patents (1976-2016). Predict the reactants needed to synthesize the given product. (1) Given the product [NH2:1][C:2]1[C:11]2=[CH:12][N:13]([CH:15]3[C:22]4([CH3:23])[CH:18]([O:19][C:20](=[O:24])[O:21]4)[CH:17]([CH2:25][OH:26])[O:16]3)[N:14]=[C:9]3[C:10]2=[C:4]([C:5](=[O:44])[NH:6][N:7]=[CH:8]3)[CH:3]=1, predict the reactants needed to synthesize it. The reactants are: [NH2:1][C:2]1[C:11]2=[CH:12][N:13]([CH:15]3[C:22]4([CH3:23])[CH:18]([O:19][C:20](=[O:24])[O:21]4)[CH:17]([C:25](C4C=CC=CC=4)(C4C=CC=CC=4)[O:26][SiH2]C(C)(C)C)[O:16]3)[N:14]=[C:9]3[C:10]2=[C:4]([C:5](=[O:44])[NH:6][N:7]=[CH:8]3)[CH:3]=1.CCCC[N+](CCCC)(CCCC)CCCC.[F-]. (2) The reactants are: [CH3:1][O:2][C:3]([C:5]1[S:6][C:7]([CH3:13])=[C:8]([N+:10]([O-])=O)[CH:9]=1)=[O:4].[H][H]. Given the product [CH3:1][O:2][C:3]([C:5]1[S:6][C:7]([CH3:13])=[C:8]([NH2:10])[CH:9]=1)=[O:4], predict the reactants needed to synthesize it. (3) Given the product [Cl:21][CH2:22][C:14]1[CH:15]=[CH:16][C:11]([CH:8]2[CH2:9][CH2:10][N:5]([C:3](=[O:4])[C:2]([F:1])([F:17])[F:18])[CH2:6][CH2:7]2)=[CH:12][CH:13]=1, predict the reactants needed to synthesize it. The reactants are: [F:1][C:2]([F:18])([F:17])[C:3]([N:5]1[CH2:10][CH2:9][CH:8]([C:11]2[CH:16]=[CH:15][CH:14]=[CH:13][CH:12]=2)[CH2:7][CH2:6]1)=[O:4].C=O.[Cl:21][CH2:22]Cl. (4) Given the product [S:18]([OH:21])([OH:20])(=[O:19])=[O:17].[CH:1]1([NH:4][C:5]2[N:10]=[C:9]([NH:11][CH3:12])[N:8]=[C:7]([NH:13][CH2:14][C:15]#[CH:16])[N:6]=2)[CH2:3][CH2:2]1.[CH:1]1([NH:4][C:5]2[N:10]=[C:9]([NH:11][CH3:12])[N:8]=[C:7]([NH:13][CH2:14][C:15]#[CH:16])[N:6]=2)[CH2:3][CH2:2]1, predict the reactants needed to synthesize it. The reactants are: [CH:1]1([NH:4][C:5]2[N:10]=[C:9]([NH:11][CH3:12])[N:8]=[C:7]([NH:13][CH2:14][C:15]#[CH:16])[N:6]=2)[CH2:3][CH2:2]1.[OH:17][S:18]([OH:21])(=[O:20])=[O:19].S(O)(O)(=O)=O.C(NC1N=C(NC)N=C(NCC#C)N=1)C.C(NC1N=C(NC)N=C(NCC#C)N=1)C.